Dataset: Experimentally validated miRNA-target interactions with 360,000+ pairs, plus equal number of negative samples. Task: Binary Classification. Given a miRNA mature sequence and a target amino acid sequence, predict their likelihood of interaction. (1) The miRNA is hsa-miR-6853-3p with sequence UGUUCAUUGGAACCCUGCGCAG. The protein sequence of the target gene is MAEEREPELYLKWKHCETPGVKTLCNLKHCETPGVKTLCNLKKLLNRLQKDHREDVYLYISGHLNPNKLYQPPETILQHWPNAHRPKGERASEVGEPPAGKVARMKEALAHFTIHTALVPSEAQDTPLFRYLNPQASLSHTSEEDFLPVEAVREGKEEKKGGPPGRGPPGWRRREELRLPDLKVLCYQEAGSRGTRDRHHYVSSYLAGATSADRYRMFLRFQKEVLAKQDLLKNDFTGSKAAAGHERKLQQELQKICTCSPQQFNRLHVFGKVFEDICNSSLIFGDLLKKVKDEYELYMA.... Result: 0 (no interaction). (2) The miRNA is hsa-miR-335-5p with sequence UCAAGAGCAAUAACGAAAAAUGU. The protein sequence of the target gene is MSDASLRSTSTMERLVARGTFPVLVRTSACRSLFGPVDHEELSRELQARLAELNAEDQNRWDYDFQQDMPLRGPGRLQWTEVDSDSVPAFYRETVQVGRCRLLLAPRPVAVAVAVSPPLEPAAESLDGLEEAPEQLPSVPVPAPASTPPPVPVLAPAPAPAPAPVAAPVAAPVAVAVLAPAPAPAPAPAPAPAPVAAPAPAPAPAPAPAPAPAPAPDAAPQESAEQGANQGQRGQEPLADQLHSGISGRPAAGTAAASANGAAIKKLSGPLISDFFAKRKRSAPEKSSGDVPAPCPSPSA.... Result: 1 (interaction). (3) The miRNA is hsa-miR-1297 with sequence UUCAAGUAAUUCAGGUG. The protein sequence of the target gene is MPKVMKDVVHPLGGEEPSMARAVVRSVGGFTLGLSLATAYGLLELLVEGHSPWGCLVGTLTLAAFLSLGMGFSRQVRATVLLLLPQAFSRQGRTLLLVAAFGLVLQGPCANTLRNFTRASEAVACGAELALNQTAEVLQRAKQPLVSALNKIKAIARKTKEVADRVRKFFRSIMDGVKHIARALRNVWQWLLHIGDVCNSELGNPYLKCARVFDDAKDSCMMVIPQAYHLCYVLMPFKLALCGLASLVQVFCVIPKYIQPFLRQTIGTPVIQLLNRVRQEFEFNMTATHHFSVDLNASRS.... Result: 0 (no interaction). (4) The miRNA is hsa-miR-4793-5p with sequence ACAUCCUGCUCCACAGGGCAGAGG. The protein sequence of the target gene is MGSQSSKAPRGDVTAEEAAGASPAKANGQENGHVKSNGDLSPKGEGESPPVNGTDEAAGATGDAIEPAPPSQGAEAKGEVPPKETPKKKKKFSFKKPFKLSGLSFKRNRKEGGGDSSASSPTEEEQEQGEIGACSDEGTAQEGKAAATPESQEPQAKGAEASAASEEEAGPQATEPSTPSGPESGPTPASAEQNE. Result: 0 (no interaction). (5) Result: 1 (interaction). The miRNA is hsa-miR-6130 with sequence UGAGGGAGUGGAUUGUAUG. The protein sequence of the target gene is MSDPQTSMAATAAVSPSDYLQPAASTTQDSQPSPLALLAATCSKIGPPAVEAAVTPPAPPQPTPRKLVPIKPAPLPLSPGKNSFGILSSKGNILQIQGSQLSASYPGGQLVFAIQNPTMINKGTRSNANIQYQAVPQIQASNSQTIQVQPNLTNQIQIIPGTNQAIITPSPSSHKPVPIKPAPIQKSSTTTTPVQSGANVVKLTGGGGNVTLTLPVNNLVNASDTGAPTQLLTESPPTPLSKTNKKARKKSLPASQPPVAVAEQVETVLIETTADNIIQAGNNLLIVQSPGGGQPAVVQQ.... (6) The miRNA is mmu-miR-125b-2-3p with sequence ACAAGUCAGGUUCUUGGGACCU. The protein sequence of the target gene is MKGLGDSRPRHLSDSLDPPHEPLFAGPDRNPYLLSPTEAFAREARFPGQNTLPGDGLFPLNNQLPPPSSTFPRIHYNSHFEVPEESPFPSHAQATKINRLPANLLDQFEKQLPIHRDGFSTLQFPRGEAKARGESPGRIRHLVHSVQRLFFTKAPSMEGTAGKVGGNGSKKGGLEDGKGRRAKSKERAKAGEPKRRSRSNISGWWSSDDNLDGEGGAFRSGPASGLMTLGRQQERTQPRYFMHAYNTISGHMLKTTKNTTTELTAPPPPPAPPATCPSLGVGTDTNYVKRGSWSTLTLSH.... Result: 1 (interaction).